From a dataset of Full USPTO retrosynthesis dataset with 1.9M reactions from patents (1976-2016). Predict the reactants needed to synthesize the given product. (1) The reactants are: Br[C:2]1[S:10][C:9]2[C:8](=[O:11])[N:7]=[CH:6][N:5]([CH2:12][C:13]3[CH:18]=[CH:17][C:16]([Cl:19])=[CH:15][CH:14]=3)[C:4]=2[CH:3]=1.[NH2:20][C:21]1[CH:26]=[CH:25][C:24](B(O)O)=[CH:23][N:22]=1.C([O-])([O-])=O.[Na+].[Na+]. Given the product [NH2:20][C:21]1[N:22]=[CH:23][C:24]([C:2]2[S:10][C:9]3[C:8](=[O:11])[N:7]=[CH:6][N:5]([CH2:12][C:13]4[CH:18]=[CH:17][C:16]([Cl:19])=[CH:15][CH:14]=4)[C:4]=3[CH:3]=2)=[CH:25][CH:26]=1, predict the reactants needed to synthesize it. (2) Given the product [Br:16][C:8]1[C:9]2[C:14](=[C:13]([Br:15])[CH:12]=[CH:11][CH:10]=2)[C:5]([C:3]([OH:4])=[O:18])=[CH:6][CH:7]=1.[Br:15][C:13]1[C:14]2[C:9](=[C:8]([Br:16])[CH:7]=[CH:6][CH:5]=2)[CH:10]=[CH:11][CH:12]=1, predict the reactants needed to synthesize it. The reactants are: ClC[C:3]([C:5]1[C:14]2[C:9](=[CH:10][CH:11]=[CH:12][C:13]=2[Br:15])[C:8]([Br:16])=[CH:7][CH:6]=1)=[O:4].S(=O)(=O)(O)[OH:18].N([O-])=O.[Na+].C(=O)([O-])[O-].[Na+].[Na+].